From a dataset of Experimentally validated miRNA-target interactions with 360,000+ pairs, plus equal number of negative samples. Binary Classification. Given a miRNA mature sequence and a target amino acid sequence, predict their likelihood of interaction. (1) The miRNA is hsa-miR-4727-3p with sequence AUAGUGGGAAGCUGGCAGAUUC. The protein sequence of the target gene is MSDPITLNVGGKLYTTSLATLTSFPDSMLGAMFSGKMPTKRDSQGNCFIDRDGKVFRYILNFLRTSHLDLPEDFQEMGLLRREADFYQVQPLIEALQEKEVELSKAEKNAMLNITLKQRVQTVHFTVREAPQIYSLSSSSMEVFNANIFSTSCLFLKLLGSKLLYCSNGNLSSITSHLQDPNHLTLDWVANVEGLPEEEYTKQNLKRLWVVPANKQINSFQVFVEEVLKIALSDGFCIDSSHPHALDFMNNKIIRLIRYR. Result: 0 (no interaction). (2) The miRNA is mmu-miR-150-5p with sequence UCUCCCAACCCUUGUACCAGUG. The protein sequence of the target gene is MKSHHQSHSSTSSKAHDSASCSQSQGGFSQPQGTPSQLHELSQYQGSSSSSTGTVPSSSQSSHSSSGTLSSLETVSTQELCSIPEDQEPEEPGPAPWARLWALQDGFSNLDCVNDNYWFGRDKSCEYCFDGPLLRRTDKYRTYSKKHFRIFREMGPKNCYIVYIEDHSGNGTFVNTELIGKGKRCPLSNNSEIALSLCRNKVFVFFDLTVDDQSVYPKELRDEYIMSKTLGSGACGEVKMAFERKTCQKVAIKIISKRRFALGSSREADTAPSVETEIEILKKLNHPCIIKIKDVFDAED.... Result: 1 (interaction). (3) The miRNA is hsa-miR-4632-5p with sequence GAGGGCAGCGUGGGUGUGGCGGA. The protein sequence of the target gene is MSEFWHKLGCCVVEKPQPKKKRRRIDRTMIGEPMNFVHLTHIGSGEMGAGDGLAMTGAVQEQMRSKGNRDRPWSNSRGL. Result: 1 (interaction). (4) The miRNA is hsa-miR-6855-5p with sequence UUGGGGUUUGGGGUGCAGACAUUGC. The protein sequence of the target gene is MSAQSVEEDSILIIPTPDEEEKILRVKLEEDPDGEEGSSIPWNHLPDPEIFRQRFRQFGYQDSPGPREAVSQLRELCRLWLRPETHTKEQILELVVLEQFVAILPKELQTWVRDHHPENGEEAVTVLEDLESELDDPGQPVSLRRRKREVLVEDMVSQEEAQGLPSSELDAVENQLKWASWELHSLRHCDDDGRTENGALAPKQELPSALESHEVPGTLNMGVPQIFKYGETCFPKGRFERKRNPSRKKQHICDECGKHFSQGSALILHQRIHSGEKPYGCVECGKAFSRSSILVQHQRV.... Result: 1 (interaction). (5) The miRNA is mmu-miR-291a-5p with sequence CAUCAAAGUGGAGGCCCUCUCU. The protein sequence of the target gene is MVLLAAAVCTKAGKAIVSRQFVEMTRTRIEGLLAAFPKLMNTGKQHTFVETESVRYVYQPMEKLYMVLITTKNSNILEDLETLRLFSRVIPEYCRALEENEISEHCFDLIFAFDEIVALGYRENVNLAQIRTFTEMDSHEEKVFRAVRETQEREAKAEMRRKAKELQQARRDAERQGKKAPGFGGFGSSAVSGGSTAAMITETIIETDKPKVAPAPARPSGPSKALKLGAKGKEVDNFVDKLKSEGETIMSSNMGKRTSEATKVHAPPINMESVHMKIEEKITLTCGRDGGLQNMELHGM.... Result: 0 (no interaction). (6) The miRNA is hsa-miR-1250-3p with sequence ACAUUUUCCAGCCCAUUCA. The protein sequence of the target gene is MAPKGKVGTRGKKQIFEENRETLKFYLRIILGANAIYCLVTLVFFYSSASFWAWLALGFSLAVYGASYHSMSSMARAAFSEDGALMDGGMDLNMEQGMAEHLKDVILLTAIVQVLSCFSLYVWSFWLLAPGRALYLLWVNVLGPWFTADSGTPAPEHNEKRQRRQERRQMKRL. Result: 0 (no interaction). (7) The miRNA is rno-miR-144-3p with sequence UACAGUAUAGAUGAUGUACU. The protein sequence of the target gene is MGRRPRGPGSPRGPGPPRPGPGLPPLLLVLALAAHGGCAAPAPRAEDLSLGVEWLSRFGYLPPADPASGQLQTQEELSKAITAMQQFGGLETTGILDEATLALMKTPRCSLPDLPPGAQSRRKRQTPPPTKWSKRNLSWRVRTFPRDSPLGRDTVRALMYYALKVWSDITPLNFHEVAGNAADIQIDFSKADHNDGYPFDGPGGTVAHAFFPGDHHTAGDTHFDDDEPWTFRSSDAHGMDLFAVAVHEFGHAIGLSHVAAPSSIMQPYYQGPVGDPLRYGLPYEDRVRVWQLYGVRESVS.... Result: 0 (no interaction). (8) Result: 0 (no interaction). The protein sequence of the target gene is MASDGARKQFWKRSNSKLPGSIQHVYGAQHPPFDPLLHGTLLRSTAKMPTTPVKAKRVSTFQEFESNTSDAWDAGEDDDELLAMAAESLNSEVVMETANRVLRNHSQRQGRPTLQEGPGLQQKPRPEAEPPSPPSGDLRLVKSVSESHTSCPAESASDAAPLQRSQSLPHSATVTLGGTSDPSTLSSSALSEREASRLDKFKQLLAGPNTDLEELRRLSWSGIPKPVRPMTWKLLSGYLPANVDRRPATLQRKQKEYFAFIEHYYDSRNDEVHQDTYRQIHIDIPRMSPEALILQPKVTE.... The miRNA is cel-miR-51-5p with sequence UACCCGUAGCUCCUAUCCAUGUU. (9) Result: 1 (interaction). The miRNA is hsa-miR-19a-3p with sequence UGUGCAAAUCUAUGCAAAACUGA. The protein sequence of the target gene is MHKKRVEEGEASDFSLAWDSSVTAAGGLEGEPECDQKTSRALEDRNSVTSQEERNEDDEDMEDESIYTCDHCQQDFESLADLTDHRAHRCPGDGDDDPQLSWVASSPSSKDVASPTQMIGDGCDLGLGEEEGGTGLPYPCQFCDKSFIRLSYLKRHEQIHSDKLPFKCTYCSRLFKHKRSRDRHIKLHTGDKKYHCHECEAAFSRSDHLKIHLKTHSSSKPFKCTVCKRGFSSTSSLQSHMQAHKKNKEHLAKSEKEAKKDDFMCDYCEDTFSQTEELEKHVLTRHPQLSEKADLQCIHC....